From a dataset of NCI-60 drug combinations with 297,098 pairs across 59 cell lines. Regression. Given two drug SMILES strings and cell line genomic features, predict the synergy score measuring deviation from expected non-interaction effect. (1) Drug 1: CS(=O)(=O)OCCCCOS(=O)(=O)C. Drug 2: C1CCC(C(C1)N)N.C(=O)(C(=O)[O-])[O-].[Pt+4]. Cell line: NCI/ADR-RES. Synergy scores: CSS=19.1, Synergy_ZIP=0.987, Synergy_Bliss=2.56, Synergy_Loewe=-33.2, Synergy_HSA=3.09. (2) Drug 1: CC1=C2C(C(=O)C3(C(CC4C(C3C(C(C2(C)C)(CC1OC(=O)C(C(C5=CC=CC=C5)NC(=O)C6=CC=CC=C6)O)O)OC(=O)C7=CC=CC=C7)(CO4)OC(=O)C)O)C)OC(=O)C. Drug 2: CS(=O)(=O)CCNCC1=CC=C(O1)C2=CC3=C(C=C2)N=CN=C3NC4=CC(=C(C=C4)OCC5=CC(=CC=C5)F)Cl. Cell line: MCF7. Synergy scores: CSS=25.2, Synergy_ZIP=4.52, Synergy_Bliss=11.2, Synergy_Loewe=10.4, Synergy_HSA=11.6.